Dataset: Catalyst prediction with 721,799 reactions and 888 catalyst types from USPTO. Task: Predict which catalyst facilitates the given reaction. (1) Product: [CH3:1][O:2][C:3](=[O:11])[C:4]1[CH:9]=[CH:8][CH:7]=[CH:6][C:5]=1[CH2:10][Br:12]. Reactant: [CH3:1][O:2][C:3](=[O:11])[C:4]1[CH:9]=[CH:8][CH:7]=[CH:6][C:5]=1[CH3:10].[Br:12]N1C(=O)CCC1=O.CC(N=NC(C#N)(C)C)(C#N)C. The catalyst class is: 717. (2) Reactant: [Si]([O:8][CH2:9][CH2:10][C@H:11]1[CH2:22][CH2:21][C:20]2[S:19][C:18]3[C:13](=[C:14]([O:23][CH:24]4[CH2:29][CH2:28][CH:27]([N:30]5[CH2:35][CH2:34][O:33][CH2:32][CH2:31]5)[CH2:26][CH2:25]4)[N:15]=[CH:16][N:17]=3)[C:12]1=2)(C(C)(C)C)(C)C.Cl. Product: [N:30]1([CH:27]2[CH2:26][CH2:25][CH:24]([O:23][C:14]3[N:15]=[CH:16][N:17]=[C:18]4[C:13]=3[C:12]3[C@@H:11]([CH2:10][CH2:9][OH:8])[CH2:22][CH2:21][C:20]=3[S:19]4)[CH2:29][CH2:28]2)[CH2:31][CH2:32][O:33][CH2:34][CH2:35]1. The catalyst class is: 5.